This data is from Catalyst prediction with 721,799 reactions and 888 catalyst types from USPTO. The task is: Predict which catalyst facilitates the given reaction. (1) Reactant: [Cl-].O[NH3+:3].[C:4](=[O:7])([O-])[OH:5].[Na+].CS(C)=O.[OH:13][CH:14]([CH3:51])[CH2:15][O:16][C@H:17]1[CH2:22][CH2:21][C@H:20]([N:23]2[C:28](=[O:29])[C:27]([CH2:30][C:31]3[CH:36]=[CH:35][C:34]([C:37]4[C:38]([C:43]#[N:44])=[CH:39][CH:40]=[CH:41][CH:42]=4)=[CH:33][CH:32]=3)=[C:26]([CH2:45][CH2:46][CH3:47])[N:25]3[N:48]=[CH:49][N:50]=[C:24]23)[CH2:19][CH2:18]1. Product: [OH:13][CH:14]([CH3:51])[CH2:15][O:16][C@H:17]1[CH2:22][CH2:21][C@H:20]([N:23]2[C:28](=[O:29])[C:27]([CH2:30][C:31]3[CH:36]=[CH:35][C:34]([C:37]4[CH:42]=[CH:41][CH:40]=[CH:39][C:38]=4[C:43]4[NH:3][C:4](=[O:7])[O:5][N:44]=4)=[CH:33][CH:32]=3)=[C:26]([CH2:45][CH2:46][CH3:47])[N:25]3[N:48]=[CH:49][N:50]=[C:24]23)[CH2:19][CH2:18]1. The catalyst class is: 13. (2) Reactant: [NH2:1][C:2]1[CH:3]=[C:4]([CH:37]=[CH:38][CH:39]=1)[O:5][C:6]1[N:11]=[C:10]([NH:12][C:13]2[CH:18]=[CH:17][C:16]([N:19]3[CH2:24][CH2:23][N:22]([CH3:25])[CH2:21][CH2:20]3)=[CH:15][C:14]=2[O:26][CH3:27])[N:9]=[C:8]2[N:28]([CH:31]3[CH2:36][CH2:35][CH2:34][CH2:33][O:32]3)[N:29]=[CH:30][C:7]=12.C(N(CC)C(C)C)(C)C.[C:49](Cl)(=[O:52])[CH:50]=[CH2:51]. Product: [CH3:27][O:26][C:14]1[CH:15]=[C:16]([N:19]2[CH2:20][CH2:21][N:22]([CH3:25])[CH2:23][CH2:24]2)[CH:17]=[CH:18][C:13]=1[NH:12][C:10]1[N:9]=[C:8]2[N:28]([CH:31]3[CH2:36][CH2:35][CH2:34][CH2:33][O:32]3)[N:29]=[CH:30][C:7]2=[C:6]([O:5][C:4]2[CH:3]=[C:2]([NH:1][C:49](=[O:52])[CH:50]=[CH2:51])[CH:39]=[CH:38][CH:37]=2)[N:11]=1. The catalyst class is: 2. (3) Reactant: [CH:1](NC(C)C)(C)[CH3:2].C([Li])CCC.[F:13][C:14]([F:21])([F:20])[CH2:15][CH2:16][C:17]([OH:19])=[O:18].C(I)C. Product: [CH2:1]([CH:16]([CH2:15][C:14]([F:21])([F:20])[F:13])[C:17]([OH:19])=[O:18])[CH3:2]. The catalyst class is: 1.